From a dataset of Catalyst prediction with 721,799 reactions and 888 catalyst types from USPTO. Predict which catalyst facilitates the given reaction. (1) Reactant: [C:1]([O:5][C:6](=[O:36])[NH:7][CH:8]([C:21]1[CH:26]=[CH:25][C:24]([C:27](=[O:35])[NH:28][C:29]2[CH:34]=[CH:33][N:32]=[CH:31][CH:30]=2)=[CH:23][CH:22]=1)[CH2:9][NH:10]C(OCC1C=CC=CC=1)=O)([CH3:4])([CH3:3])[CH3:2].C(O)(=O)C. Product: [C:1]([O:5][C:6](=[O:36])[NH:7][CH:8]([C:21]1[CH:26]=[CH:25][C:24]([C:27](=[O:35])[NH:28][C:29]2[CH:34]=[CH:33][N:32]=[CH:31][CH:30]=2)=[CH:23][CH:22]=1)[CH2:9][NH2:10])([CH3:4])([CH3:2])[CH3:3]. The catalyst class is: 748. (2) Reactant: [Cl:1][C:2]1[N:10]=[CH:9][N:8]=[C:7]2[C:3]=1[N:4]=[C:5]([CH2:16]O)[N:6]2[CH2:11][C:12]([CH3:15])([CH3:14])[CH3:13].P(Br)(Br)[Br:19]. Product: [Cl:1][C:2]1[N:10]=[CH:9][N:8]=[C:7]2[C:3]=1[N:4]=[C:5]([CH2:16][Br:19])[N:6]2[CH2:11][C:12]([CH3:15])([CH3:14])[CH3:13]. The catalyst class is: 2. (3) The catalyst class is: 1. Product: [F:21][C:18]1[CH:17]=[CH:16][C:15]([CH2:14][N:8]2[CH2:9][CH2:10][C:11]3[O:12][CH:13]=[C:4]([OH:3])[C:5](=[O:23])[C:6]=3[C:7]2=[O:22])=[CH:20][CH:19]=1. Reactant: C([O:3][C:4]1(OCC)[CH2:13][O:12][C:11]2[CH2:10][CH2:9][N:8]([CH2:14][C:15]3[CH:20]=[CH:19][C:18]([F:21])=[CH:17][CH:16]=3)[C:7](=[O:22])[C:6]=2[C:5]1=[O:23])C.C(O)(C(F)(F)F)=O.O. (4) Reactant: C(OP([CH2:9][C:10]([O:12][CH2:13][CH3:14])=[O:11])(OCC)=O)C.[H-].[Na+].[CH2:17]([N:24]1[C:28]([CH:29]=O)=[CH:27][C:26]([O:31][CH2:32][CH2:33][CH3:34])=[N:25]1)[C:18]1[CH:23]=[CH:22][CH:21]=[CH:20][CH:19]=1.[Cl-].[NH4+]. Product: [CH2:17]([N:24]1[C:28](/[CH:29]=[CH:9]/[C:10]([O:12][CH2:13][CH3:14])=[O:11])=[CH:27][C:26]([O:31][CH2:32][CH2:33][CH3:34])=[N:25]1)[C:18]1[CH:19]=[CH:20][CH:21]=[CH:22][CH:23]=1. The catalyst class is: 7. (5) Reactant: [CH2:1]([O:3][C:4]1[CH:9]=[CH:8][NH:7][C:6](=[O:10])[C:5]=1[C:11]([O:13][CH2:14][CH3:15])=[O:12])[CH3:2].[F:16][C:17]1[CH:22]=[CH:21][C:20](B(O)O)=[CH:19][CH:18]=1.N1C=CC=CC=1. Product: [CH2:1]([O:3][C:4]1[CH:9]=[CH:8][N:7]([C:20]2[CH:21]=[CH:22][C:17]([F:16])=[CH:18][CH:19]=2)[C:6](=[O:10])[C:5]=1[C:11]([O:13][CH2:14][CH3:15])=[O:12])[CH3:2]. The catalyst class is: 749. (6) Reactant: [N:1]1[CH:6]=CC=C[CH:2]=1.FC(F)O[C:10]1[CH:18]=[CH:17][CH:16]=[C:15]2[C:11]=1[CH2:12][CH2:13][N:14]2C(=O)CC1NC(=O)C=C(N2CCOCC2)N=1.Cl.[CH3:37][N:38]([CH3:47])[CH2:39][CH2:40]CN=C=NCC.[CH3:48][N:49]1[C:54](=[O:55])[CH:53]=[C:52]([N:56]2[CH2:61][CH2:60][O:59][CH2:58][CH2:57]2)[N:51]=[C:50]1[CH2:62][C:63]([O-:65])=O.[Na+]. Product: [CH3:48][N:49]1[C:54](=[O:55])[CH:53]=[C:52]([N:56]2[CH2:57][CH2:58][O:59][CH2:60][CH2:61]2)[N:51]=[C:50]1[CH2:62][C:63]([N:14]1[C:15]2[C:11](=[C:10]([CH2:2][N:1]3[CH2:40][CH2:39][N:38]([CH3:37])[CH2:47][CH2:6]3)[CH:18]=[CH:17][CH:16]=2)[CH2:12][CH2:13]1)=[O:65]. The catalyst class is: 9.